This data is from Catalyst prediction with 721,799 reactions and 888 catalyst types from USPTO. The task is: Predict which catalyst facilitates the given reaction. (1) Reactant: [C:1]([C:6]1[CH:11]=[C:10]([Cl:12])[CH:9]=[CH:8][C:7]=1[NH:13][S:14]([C:17]([F:20])([F:19])[F:18])(=[O:16])=[O:15])(=O)[CH2:2][CH2:3][CH3:4].Cl.[Cl:22][C:23]1[CH:28]=[CH:27][C:26]([O:29][NH2:30])=[CH:25][CH:24]=1.CC([O-])=O.[Na+]. Product: [Cl:12][C:10]1[CH:9]=[CH:8][C:7]([NH:13][S:14]([C:17]([F:20])([F:19])[F:18])(=[O:16])=[O:15])=[C:6]([C:1](=[N:30][O:29][C:26]2[CH:27]=[CH:28][C:23]([Cl:22])=[CH:24][CH:25]=2)[CH2:2][CH2:3][CH3:4])[CH:11]=1. The catalyst class is: 14. (2) The catalyst class is: 12. Reactant: Br[C:2]1[C:6]2[N:7]=[CH:8][N:9]=[C:10]([NH:11][C@@H:12]3[C:20]4[C:15](=[CH:16][CH:17]=[CH:18][CH:19]=4)[CH2:14][CH2:13]3)[C:5]=2[S:4][CH:3]=1.[CH2:21]([O:28][CH2:29][C@@H:30]1[CH:34]=[CH:33][CH2:32][C@H:31]1[OH:35])[C:22]1[CH:27]=[CH:26][CH:25]=[CH:24][CH:23]=1.CCN(C(C)C)C(C)C. Product: [CH2:21]([O:28][CH2:29][C:30]1[C@H:31]([OH:35])[CH2:32][C@H:33]([C:2]2[C:6]3[N:7]=[CH:8][N:9]=[C:10]([NH:11][C@@H:12]4[C:20]5[C:15](=[CH:16][CH:17]=[CH:18][CH:19]=5)[CH2:14][CH2:13]4)[C:5]=3[S:4][CH:3]=2)[CH:34]=1)[C:22]1[CH:27]=[CH:26][CH:25]=[CH:24][CH:23]=1. (3) Reactant: ClC1C=CC=C(C(OO)=[O:9])C=1.[CH2:12]([S:14][C:15]1[N:20]=[C:19]([C:21]([F:24])([F:23])[F:22])[C:18]([C:25]([O:27][CH2:28][CH3:29])=[O:26])=[CH:17][CH:16]=1)[CH3:13]. Product: [CH2:12]([S:14]([C:15]1[N:20]=[C:19]([C:21]([F:24])([F:22])[F:23])[C:18]([C:25]([O:27][CH2:28][CH3:29])=[O:26])=[CH:17][CH:16]=1)=[O:9])[CH3:13]. The catalyst class is: 2. (4) Reactant: C(OC([N:8]1[CH2:13][CH2:12][CH:11]([NH:14][C:15]2[CH:20]=[CH:19][C:18]([C:21]#[N:22])=[CH:17][N:16]=2)[CH2:10][CH2:9]1)=O)(C)(C)C.FC(F)(F)C(O)=O. Product: [NH:8]1[CH2:9][CH2:10][CH:11]([NH:14][C:15]2[CH:20]=[CH:19][C:18]([C:21]#[N:22])=[CH:17][N:16]=2)[CH2:12][CH2:13]1. The catalyst class is: 4. (5) Reactant: [Cl:1][C:2]1[N:7]=[C:6](S(C)(=O)=O)[N:5]=[C:4]([N:12]2[C:16]3[CH:17]=[CH:18][CH:19]=[CH:20][C:15]=3[N:14]=[C:13]2[CH3:21])[CH:3]=1.[C:22]1([CH3:31])[CH:27]=[CH:26][C:25]([NH:28][CH:29]=[O:30])=[CH:24][CH:23]=1.[H-].[Na+].O. Product: [Cl:1][C:2]1[CH:3]=[C:4]([N:12]2[C:16]3[CH:17]=[CH:18][CH:19]=[CH:20][C:15]=3[N:14]=[C:13]2[CH3:21])[N:5]=[C:6]([N:28]([C:25]2[CH:26]=[CH:27][C:22]([CH3:31])=[CH:23][CH:24]=2)[CH:29]=[O:30])[N:7]=1. The catalyst class is: 12. (6) Reactant: [N:1]1[C:5]2[CH:6]=[CH:7][CH:8]=[CH:9][C:4]=2[NH:3][CH:2]=1.[OH-].[Na+].O.S(OCC)(O[CH2:17][CH3:18])(=O)=O. Product: [CH2:17]([N:1]1[C:5]2[CH:6]=[CH:7][CH:8]=[CH:9][C:4]=2[N:3]=[CH:2]1)[CH3:18]. The catalyst class is: 7. (7) Reactant: Cl[S:2]([C:5]1[CH:6]=[C:7]2[C:11](=[CH:12][CH:13]=1)[NH:10][C:9](=[O:14])[CH2:8]2)(=[O:4])=[O:3].[NH:15]1[C:23]2[C:18](=[CH:19][CH:20]=[CH:21][CH:22]=2)[CH2:17][CH2:16]1.N1C=CC=CC=1. Product: [N:15]1([S:2]([C:5]2[CH:6]=[C:7]3[C:11](=[CH:12][CH:13]=2)[NH:10][C:9](=[O:14])[CH2:8]3)(=[O:4])=[O:3])[C:23]2[C:18](=[CH:19][CH:20]=[CH:21][CH:22]=2)[CH2:17][CH2:16]1. The catalyst class is: 7. (8) Reactant: C([O:3][C:4]([CH:6]1[CH2:8][C:7]1([F:16])[C:9]1[CH:14]=[CH:13][CH:12]=[CH:11][C:10]=1[F:15])=[O:5])C.[K]. Product: [F:16][C:7]1([C:9]2[CH:14]=[CH:13][CH:12]=[CH:11][C:10]=2[F:15])[CH2:8][CH:6]1[C:4]([OH:5])=[O:3]. The catalyst class is: 5. (9) Reactant: C([N:4]1[CH2:9][CH:8]2[CH:6]([C:7]2([C:11]2[CH:12]=[C:13]([NH:17][S:18]([CH3:21])(=[O:20])=[O:19])[CH:14]=[CH:15][CH:16]=2)[CH3:10])[CH2:5]1)C=C. Product: [CH3:10][C:7]1([C:11]2[CH:12]=[C:13]([NH:17][S:18]([CH3:21])(=[O:20])=[O:19])[CH:14]=[CH:15][CH:16]=2)[CH:8]2[CH:6]1[CH2:5][NH:4][CH2:9]2. The catalyst class is: 668.